Task: Predict the reactants needed to synthesize the given product.. Dataset: Full USPTO retrosynthesis dataset with 1.9M reactions from patents (1976-2016) The reactants are: [Br:1][C:2]1[CH:15]=[CH:14][C:5]([O:6][C:7]2[CH:12]=[CH:11][C:10](N)=[CH:9][CH:8]=2)=[CH:4][CH:3]=1.CC[N:18](C(C)C)C(C)C.[Br:25][CH2:26][C:27](Br)=[O:28].C(=O)(O)[O-].[Na+]. Given the product [Br:25][CH2:26][C:27]([NH:18][C:8]1[CH:9]=[CH:10][CH:11]=[CH:12][C:7]=1[O:6][C:5]1[CH:14]=[CH:15][C:2]([Br:1])=[CH:3][CH:4]=1)=[O:28], predict the reactants needed to synthesize it.